From a dataset of Reaction yield outcomes from USPTO patents with 853,638 reactions. Predict the reaction yield, written as a fraction of the theoretical maximum amount of product (1.0 means a 100% yield; for example, 0.34 means a 34% yield). (1) The reactants are Cl[C:2]1[CH:7]=[C:6]([N:8]2[CH2:11][C:10]([CH:13]3[CH2:15][CH2:14]3)([F:12])[CH2:9]2)[CH:5]=[C:4]([Cl:16])[N:3]=1.[CH3:17][C:18]1[NH:22][N:21]=[C:20]([NH2:23])[CH:19]=1.CC1(C)C2C=CC=C(P(C3C=CC=CC=3)C3C=CC=CC=3)C=2OC2C1=CC=CC=2P(C1C=CC=CC=1)C1C=CC=CC=1.C([O-])([O-])=O.[Na+].[Na+]. The catalyst is C1C=CC(/C=C/C(/C=C/C2C=CC=CC=2)=O)=CC=1.C1C=CC(/C=C/C(/C=C/C2C=CC=CC=2)=O)=CC=1.C1C=CC(/C=C/C(/C=C/C2C=CC=CC=2)=O)=CC=1.[Pd].[Pd].O1CCOCC1. The product is [Cl:16][C:4]1[N:3]=[C:2]([NH:23][C:20]2[NH:21][N:22]=[C:18]([CH3:17])[CH:19]=2)[CH:7]=[C:6]([N:8]2[CH2:11][C:10]([CH:13]3[CH2:15][CH2:14]3)([F:12])[CH2:9]2)[CH:5]=1. The yield is 0.370. (2) The reactants are [CH3:1][C:2]1[CH:7]=[C:6]([N+:8]([O-:10])=[O:9])[CH:5]=[CH:4][C:3]=1[N:11]=[C:12]=[O:13]. The catalyst is CS(C)=O. The product is [N+:8]([C:6]1[CH:5]=[CH:4][C:3]([N:11]2[C:12](=[O:13])[N:11]([C:3]3[CH:4]=[CH:5][C:6]([N+:8]([O-:10])=[O:9])=[CH:7][C:2]=3[CH3:1])[C:12](=[O:13])[N:11]([C:3]3[CH:4]=[CH:5][C:6]([N+:8]([O-:10])=[O:9])=[CH:7][C:2]=3[CH3:1])[C:12]2=[O:13])=[C:2]([CH3:1])[CH:7]=1)([O-:10])=[O:9]. The yield is 0.780. (3) The reactants are [CH:1]([N:5]1[C:9](=[O:10])[N:8]([C:11]2[CH:16]=[CH:15][C:14]([N:17]3[CH2:22][CH2:21][N:20]([C:23]4[CH:28]=[CH:27][C:26]([O:29]C)=[CH:25][CH:24]=4)[CH2:19][CH2:18]3)=[C:13]([F:31])[CH:12]=2)[CH:7]=[N:6]1)([CH2:3][CH3:4])[CH3:2].Br.C([O-])([O-])=O.[Na+].[Na+]. No catalyst specified. The product is [CH:1]([N:5]1[C:9](=[O:10])[N:8]([C:11]2[CH:16]=[CH:15][C:14]([N:17]3[CH2:18][CH2:19][N:20]([C:23]4[CH:24]=[CH:25][C:26]([OH:29])=[CH:27][CH:28]=4)[CH2:21][CH2:22]3)=[C:13]([F:31])[CH:12]=2)[CH:7]=[N:6]1)([CH2:3][CH3:4])[CH3:2]. The yield is 0.830. (4) The reactants are [OH:1][CH2:2][C:3]1[CH:8]=[CH:7][C:6]([CH2:9][C:10]([OH:12])=O)=[CH:5][CH:4]=1.[NH2:13][C:14]1[CH:19]=[CH:18][CH:17]=[CH:16][C:15]=1O.C(N1C=CN=C1)(N1C=CN=C1)=O. The catalyst is C1COCC1. The product is [O:12]1[C:15]2[CH:16]=[CH:17][CH:18]=[CH:19][C:14]=2[N:13]=[C:10]1[CH2:9][C:6]1[CH:5]=[CH:4][C:3]([CH2:2][OH:1])=[CH:8][CH:7]=1. The yield is 0.200. (5) The reactants are [Cl:1][C:2]1[C:3]([NH:15][C@@H:16]2[CH2:22][CH2:21][CH2:20][CH2:19][C@H:18]([NH:23]C(=O)OC(C)(C)C)[CH2:17]2)=[N:4][C:5]([NH:8][C:9]2[CH:10]=[N:11][N:12]([CH3:14])[CH:13]=2)=[N:6][CH:7]=1.Cl.O1CCOCC1. The catalyst is CO.C(Cl)Cl. The product is [NH2:23][C@H:18]1[CH2:19][CH2:20][CH2:21][CH2:22][C@@H:16]([NH:15][C:3]2[C:2]([Cl:1])=[CH:7][N:6]=[C:5]([NH:8][C:9]3[CH:10]=[N:11][N:12]([CH3:14])[CH:13]=3)[N:4]=2)[CH2:17]1. The yield is 0.630. (6) The reactants are Cl[C:2]1[C:3](=[O:36])[N:4]([C:29]2[N:30]=[N:31][C:32]([CH3:35])=[CH:33][CH:34]=2)[C@H:5]([C:18]2[CH:23]=[CH:22][C:21]([O:24][C:25]([F:28])([F:27])[F:26])=[CH:20][CH:19]=2)[C:6]=1[C:7](=[O:17])[C:8]1[CH:13]=[CH:12][C:11]([CH:14]([CH3:16])[CH3:15])=[CH:10][CH:9]=1.[CH3:37][S:38]([NH2:41])(=[O:40])=[O:39]. The catalyst is CS(C)=O. The yield is 0.210. The product is [CH:14]([C:11]1[CH:12]=[CH:13][C:8]([C:7]([C:6]2[C@@H:5]([C:18]3[CH:23]=[CH:22][C:21]([O:24][C:25]([F:26])([F:28])[F:27])=[CH:20][CH:19]=3)[N:4]([C:29]3[N:30]=[N:31][C:32]([CH3:35])=[CH:33][CH:34]=3)[C:3](=[O:36])[C:2]=2[NH:41][S:38]([CH3:37])(=[O:40])=[O:39])=[O:17])=[CH:9][CH:10]=1)([CH3:16])[CH3:15].